This data is from NCI-60 drug combinations with 297,098 pairs across 59 cell lines. The task is: Regression. Given two drug SMILES strings and cell line genomic features, predict the synergy score measuring deviation from expected non-interaction effect. (1) Drug 1: CNC(=O)C1=CC=CC=C1SC2=CC3=C(C=C2)C(=NN3)C=CC4=CC=CC=N4. Drug 2: CC=C1C(=O)NC(C(=O)OC2CC(=O)NC(C(=O)NC(CSSCCC=C2)C(=O)N1)C(C)C)C(C)C. Cell line: HCT-15. Synergy scores: CSS=5.43, Synergy_ZIP=-0.337, Synergy_Bliss=1.00, Synergy_Loewe=-1.33, Synergy_HSA=-0.639. (2) Drug 1: C#CCC(CC1=CN=C2C(=N1)C(=NC(=N2)N)N)C3=CC=C(C=C3)C(=O)NC(CCC(=O)O)C(=O)O. Drug 2: C(CCl)NC(=O)N(CCCl)N=O. Cell line: SF-295. Synergy scores: CSS=1.94, Synergy_ZIP=1.37, Synergy_Bliss=5.05, Synergy_Loewe=0.182, Synergy_HSA=1.36.